This data is from Full USPTO retrosynthesis dataset with 1.9M reactions from patents (1976-2016). The task is: Predict the reactants needed to synthesize the given product. (1) Given the product [Cl:24][C:25]1[CH:33]=[CH:32][CH:31]=[C:30]2[C:26]=1[CH2:27][N:28]([CH2:6][CH2:7][N:8]1[CH:12]=[C:11]([C:13]3[CH:18]=[C:17]([C:19]([OH:21])=[O:20])[CH:16]=[CH:15][N:14]=3)[N:10]=[CH:9]1)[CH2:29]2, predict the reactants needed to synthesize it. The reactants are: CS(O[CH2:6][CH2:7][N:8]1[CH:12]=[C:11]([C:13]2[CH:18]=[C:17]([C:19]([O:21]C)=[O:20])[CH:16]=[CH:15][N:14]=2)[N:10]=[CH:9]1)(=O)=O.Cl.[Cl:24][C:25]1[CH:33]=[CH:32][CH:31]=[C:30]2[C:26]=1[CH2:27][NH:28][CH2:29]2. (2) Given the product [CH:1]1([CH2:4][NH:5][C:17](=[O:18])[NH:16][C@@H:15]([C:26]([CH3:28])([CH3:27])[CH3:29])[C:14]([O:13][CH2:6][C:7]2[CH:8]=[CH:9][CH:10]=[CH:11][CH:12]=2)=[O:30])[CH2:3][CH2:2]1, predict the reactants needed to synthesize it. The reactants are: [CH:1]1([CH2:4][NH2:5])[CH2:3][CH2:2]1.[CH2:6]([O:13][C:14](=[O:30])[C@H:15]([C:26]([CH3:29])([CH3:28])[CH3:27])[NH:16][C:17](OC1C=CC=CC=1)=[O:18])[C:7]1[CH:12]=[CH:11][CH:10]=[CH:9][CH:8]=1. (3) The reactants are: [C:1]([NH:4][CH2:5][CH2:6][CH2:7][N:8]1[C:12]([CH2:13]O)=[CH:11][S:10][C:9]1=[N:15][C:16](=[O:27])[C:17]1[CH:22]=[CH:21][C:20]([O:23][CH3:24])=[CH:19][C:18]=1[O:25][CH3:26])(=[O:3])[CH3:2].C(N(CC)CC)C.CS(Cl)(=O)=O.[N-:40]=[N+:41]=[N-:42].[Na+]. Given the product [C:1]([NH:4][CH2:5][CH2:6][CH2:7][N:8]1[C:12]([CH2:13][N:40]=[N+:41]=[N-:42])=[CH:11][S:10][C:9]1=[N:15][C:16](=[O:27])[C:17]1[CH:22]=[CH:21][C:20]([O:23][CH3:24])=[CH:19][C:18]=1[O:25][CH3:26])(=[O:3])[CH3:2], predict the reactants needed to synthesize it. (4) Given the product [OH:26][CH2:25][CH2:27][NH:28][C:16]([C@@H:14]1[O:13][C:12](=[O:23])[N:11]([C:9]2[CH:8]=[CH:7][C:6]3[N:2]([CH3:1])[C:3](=[O:24])[S:4][C:5]=3[CH:10]=2)[CH2:15]1)=[O:18], predict the reactants needed to synthesize it. The reactants are: [CH3:1][N:2]1[C:6]2[CH:7]=[CH:8][C:9]([N:11]3[CH2:15][C@H:14]([C:16]([O:18]CCCC)=O)[O:13][C:12]3=[O:23])=[CH:10][C:5]=2[S:4][C:3]1=[O:24].[CH2:25]([CH2:27][NH2:28])[OH:26]. (5) Given the product [CH2:28]([NH:32][C:33]([NH:25][S:22]([C:14]1[S:15][C:16]([CH2:18][CH:19]([CH3:21])[CH3:20])=[CH:17][C:13]=1[C:10]1[CH:11]=[CH:12][C:7]([CH2:6][N:1]2[CH:5]=[CH:4][N:3]=[CH:2]2)=[CH:8][CH:9]=1)(=[O:24])=[O:23])=[O:34])[CH2:29][CH2:30][CH3:31], predict the reactants needed to synthesize it. The reactants are: [N:1]1([CH2:6][C:7]2[CH:12]=[CH:11][C:10]([C:13]3[CH:17]=[C:16]([CH2:18][CH:19]([CH3:21])[CH3:20])[S:15][C:14]=3[S:22]([NH2:25])(=[O:24])=[O:23])=[CH:9][CH:8]=2)[CH:5]=[CH:4][N:3]=[CH:2]1.[OH-].[Na+].[CH2:28]([N:32]=[C:33]=[O:34])[CH2:29][CH2:30][CH3:31].C(NS(C1SC(CC(C)C)=CC=1C1C=CC(CN2C=CN=C2)=CC=1)(=O)=O)(C)(C)C.